From a dataset of NCI-60 drug combinations with 297,098 pairs across 59 cell lines. Regression. Given two drug SMILES strings and cell line genomic features, predict the synergy score measuring deviation from expected non-interaction effect. (1) Drug 2: C1CN(P(=O)(OC1)NCCCl)CCCl. Drug 1: CC1=C(C=C(C=C1)NC(=O)C2=CC=C(C=C2)CN3CCN(CC3)C)NC4=NC=CC(=N4)C5=CN=CC=C5. Cell line: SNB-19. Synergy scores: CSS=-3.10, Synergy_ZIP=2.65, Synergy_Bliss=1.68, Synergy_Loewe=-1.00, Synergy_HSA=-3.04. (2) Drug 1: C1=CC(=CC=C1CCC2=CNC3=C2C(=O)NC(=N3)N)C(=O)NC(CCC(=O)O)C(=O)O. Drug 2: CC1=C(C(=CC=C1)Cl)NC(=O)C2=CN=C(S2)NC3=CC(=NC(=N3)C)N4CCN(CC4)CCO. Cell line: TK-10. Synergy scores: CSS=47.8, Synergy_ZIP=-4.72, Synergy_Bliss=-6.00, Synergy_Loewe=-1.91, Synergy_HSA=-0.362. (3) Drug 1: CC(C)(C#N)C1=CC(=CC(=C1)CN2C=NC=N2)C(C)(C)C#N. Drug 2: C1CC(=O)NC(=O)C1N2C(=O)C3=CC=CC=C3C2=O. Cell line: DU-145. Synergy scores: CSS=-1.35, Synergy_ZIP=0.469, Synergy_Bliss=-0.547, Synergy_Loewe=-3.11, Synergy_HSA=-3.27. (4) Drug 1: C1CC(CNC1)C2=CC=C(C=C2)N3C=C4C=CC=C(C4=N3)C(=O)N. Synergy scores: CSS=40.8, Synergy_ZIP=1.75, Synergy_Bliss=0.468, Synergy_Loewe=-29.4, Synergy_HSA=0.851. Drug 2: CN1C=C(C=N1)C2=C3N=C(C(=C(N3N=C2)N)Br)C4CCCNC4. Cell line: SK-OV-3. (5) Drug 1: C1CN(CCN1C(=O)CCBr)C(=O)CCBr. Drug 2: CC(C)CN1C=NC2=C1C3=CC=CC=C3N=C2N. Cell line: UACC-257. Synergy scores: CSS=16.0, Synergy_ZIP=-2.09, Synergy_Bliss=2.21, Synergy_Loewe=2.41, Synergy_HSA=1.66. (6) Synergy scores: CSS=3.26, Synergy_ZIP=-0.414, Synergy_Bliss=0.864, Synergy_Loewe=-4.89, Synergy_HSA=-2.44. Drug 2: CS(=O)(=O)OCCCCOS(=O)(=O)C. Cell line: MCF7. Drug 1: CN(C)C1=NC(=NC(=N1)N(C)C)N(C)C. (7) Drug 1: CC(C)(C#N)C1=CC(=CC(=C1)CN2C=NC=N2)C(C)(C)C#N. Drug 2: CN(C(=O)NC(C=O)C(C(C(CO)O)O)O)N=O. Cell line: SNB-75. Synergy scores: CSS=2.06, Synergy_ZIP=-0.951, Synergy_Bliss=-0.681, Synergy_Loewe=0.279, Synergy_HSA=-0.335.